From a dataset of Full USPTO retrosynthesis dataset with 1.9M reactions from patents (1976-2016). Predict the reactants needed to synthesize the given product. (1) Given the product [Cl:8][C:9]1[CH:10]=[CH:11][C:12]([S:42]([CH2:45][CH3:46])(=[O:43])=[O:44])=[C:13]([CH:41]=1)[CH2:14][N:15]1[C:24](=[O:25])[C:23]2[C:18](=[CH:19][C:20]([CH2:30][N:31]3[CH2:36][CH2:35][NH:34][CH2:33][CH2:32]3)=[C:21]([C:26]([F:29])([F:27])[F:28])[CH:22]=2)[NH:17][C:16]1=[O:40], predict the reactants needed to synthesize it. The reactants are: C(O)(C(F)(F)F)=O.[Cl:8][C:9]1[CH:10]=[CH:11][C:12]([S:42]([CH2:45][CH3:46])(=[O:44])=[O:43])=[C:13]([CH:41]=1)[CH2:14][N:15]1[C:24](=[O:25])[C:23]2[C:18](=[CH:19][C:20]([CH2:30][N:31]3[CH2:36][CH2:35][N:34](C(O)=O)[CH2:33][CH2:32]3)=[C:21]([C:26]([F:29])([F:28])[F:27])[CH:22]=2)[NH:17][C:16]1=[O:40]. (2) The reactants are: [N:1]1([C:6]2[N:11]=[CH:10][C:9]([N:12]=[C:13]([NH2:29])[C:14]3[CH:19]=[CH:18][C:17]([N:20]4[C:24]5=[N:25][CH:26]=[CH:27][CH:28]=[C:23]5[CH:22]=[CH:21]4)=[CH:16][CH:15]=3)=[CH:8][CH:7]=2)[CH:5]=[CH:4][N:3]=[CH:2]1.Br.Br[CH2:32][C:33]([C:35]1[CH:40]=[CH:39][CH:38]=[CH:37][N:36]=1)=O. Given the product [N:1]1([C:6]2[N:11]=[CH:10][C:9]([N:12]3[CH:32]=[C:33]([C:35]4[CH:40]=[CH:39][CH:38]=[CH:37][N:36]=4)[N:29]=[C:13]3[C:14]3[CH:15]=[CH:16][C:17]([N:20]4[C:24]5=[N:25][CH:26]=[CH:27][CH:28]=[C:23]5[CH:22]=[CH:21]4)=[CH:18][CH:19]=3)=[CH:8][CH:7]=2)[CH:5]=[CH:4][N:3]=[CH:2]1, predict the reactants needed to synthesize it. (3) Given the product [F:22][C:23]1[CH:30]=[C:29]([F:31])[CH:28]=[CH:27][C:24]=1[CH2:25][NH:26][CH2:19][C@@H:17]([OH:18])[CH2:16][O:15][C:12]1[CH:11]=[CH:10][C:9]([C:6]2[C:5]3[CH:20]=[CH:21][C:2]([F:1])=[CH:3][C:4]=3[O:8][N:7]=2)=[CH:14][CH:13]=1, predict the reactants needed to synthesize it. The reactants are: [F:1][C:2]1[CH:21]=[CH:20][C:5]2[C:6]([C:9]3[CH:14]=[CH:13][C:12]([O:15][CH2:16][C@H:17]4[CH2:19][O:18]4)=[CH:11][CH:10]=3)=[N:7][O:8][C:4]=2[CH:3]=1.[F:22][C:23]1[CH:30]=[C:29]([F:31])[CH:28]=[CH:27][C:24]=1[CH2:25][NH2:26].